Task: Predict the product of the given reaction.. Dataset: Forward reaction prediction with 1.9M reactions from USPTO patents (1976-2016) (1) Given the reactants [NH2:1][CH:2]([C:11]1[CH:16]=[CH:15][CH:14]=[CH:13][CH:12]=1)[C:3]1([N:8]([CH3:10])[CH3:9])[CH2:7][CH2:6][CH2:5][CH2:4]1.ClC1C(C(F)(F)F)=CC=CC=1C(NC(C1(N(C)C)CCCC1)C1C=CC=CC=1)=O.[CH3:46][C:47]1[C:55]([CH3:56])=[CH:54][CH:53]=[CH:52][C:48]=1[C:49](O)=[O:50].O.ON1C2C=CC=CC=2N=N1.C1CCC(N=C=NC2CCCCC2)CC1, predict the reaction product. The product is: [CH3:9][N:8]([CH3:10])[C:3]1([CH:2]([C:11]2[CH:12]=[CH:13][CH:14]=[CH:15][CH:16]=2)[NH:1][C:49](=[O:50])[C:48]2[CH:52]=[CH:53][CH:54]=[C:55]([CH3:56])[C:47]=2[CH3:46])[CH2:7][CH2:6][CH2:5][CH2:4]1. (2) Given the reactants [F:1][C:2]1[CH:30]=[CH:29][C:5]2[C:6]([CH:9]3[CH2:14][CH2:13][N:12]([CH:15]=[CH:16][C:17]4[C:22](=[O:23])[N:21]5[CH2:24][CH2:25][CH2:26][CH2:27][C:20]5=[N:19][C:18]=4[CH3:28])[CH2:11][CH2:10]3)=[N:7][O:8][C:4]=2[CH:3]=1.C([BH3-])#N.[Na+], predict the reaction product. The product is: [F:1][C:2]1[CH:30]=[CH:29][C:5]2[C:6]([CH:9]3[CH2:14][CH2:13][N:12]([CH2:15][CH2:16][C:17]4[C:22](=[O:23])[N:21]5[CH2:24][CH2:25][CH2:26][CH2:27][C:20]5=[N:19][C:18]=4[CH3:28])[CH2:11][CH2:10]3)=[N:7][O:8][C:4]=2[CH:3]=1. (3) The product is: [CH:29]12[CH2:36][CH:35]3[CH2:34][CH:33]([CH2:32][CH:31]([CH2:37]3)[CH:30]1[CH2:22][C:23]([NH:14][C:13]1[CH:15]=[CH:16][CH:17]=[C:11]([O:10][CH2:9][CH2:8][CH2:7][N:4]3[CH2:3][CH2:2][O:1][CH2:6][CH2:5]3)[CH:12]=1)=[O:28])[CH2:38]2. Given the reactants [O:1]1[CH2:6][CH2:5][N:4]([CH2:7][CH2:8][CH2:9][O:10][C:11]2[CH:12]=[C:13]([CH:15]=[CH:16][CH:17]=2)[NH2:14])[CH2:3][CH2:2]1.C1C=CC2N(O)N=N[C:22]=2[CH:23]=1.[OH2:28].[C:29]12(CC(O)=O)[CH2:38][CH:33]3[CH2:34][CH:35]([CH2:37][CH:31]([CH2:32]3)[CH2:30]1)[CH2:36]2.CCN=C=NCCCN(C)C.Cl, predict the reaction product. (4) Given the reactants [CH3:1][O:2][C:3]([C:5]1[CH:14]=[C:13]([O:15][CH2:16][C:17]([OH:19])=O)[C:12]2[C:7](=[CH:8][C:9]([CH3:20])=[CH:10][CH:11]=2)[N:6]=1)=[O:4].FC1C(O)=C(F)C(F)=C(F)C=1F.Cl.[C:34]([C@@H:36]1[CH2:40][CH2:39][CH2:38][NH:37]1)#[N:35].C(N1CCOCC1)C, predict the reaction product. The product is: [CH3:1][O:2][C:3]([C:5]1[CH:14]=[C:13]([O:15][CH2:16][C:17]([N:37]2[CH2:38][CH2:39][CH2:40][C@H:36]2[C:34]#[N:35])=[O:19])[C:12]2[C:7](=[CH:8][C:9]([CH3:20])=[CH:10][CH:11]=2)[N:6]=1)=[O:4]. (5) Given the reactants [N:1]1[CH:6]=[CH:5][C:4]([C:7]2[N:11]=[C:10]([CH2:12][NH:13]C(=O)OC(C)(C)C)[O:9][N:8]=2)=[CH:3][CH:2]=1, predict the reaction product. The product is: [N:1]1[CH:2]=[CH:3][C:4]([C:7]2[N:11]=[C:10]([CH2:12][NH2:13])[O:9][N:8]=2)=[CH:5][CH:6]=1. (6) Given the reactants [C:1]([N:5]1[CH:9]=[C:8]([CH:10](OCC)[O:11]CC)[N:7]=[N:6]1)([CH3:4])([CH3:3])[CH3:2].ClCCl.FC(F)(F)C(O)=O, predict the reaction product. The product is: [C:1]([N:5]1[CH:9]=[C:8]([CH:10]=[O:11])[N:7]=[N:6]1)([CH3:4])([CH3:3])[CH3:2]. (7) Given the reactants [C:1]([C:3]1[C:4]([N:17]2[CH2:20][CH:19]([C:21](O)=[O:22])[CH2:18]2)=[N:5][C:6]([CH:14]([F:16])[F:15])=[C:7]([C:9]([O:11][CH2:12][CH3:13])=[O:10])[CH:8]=1)#[N:2].[CH3:24][C:25]1[CH:30]=[CH:29][C:28]([CH2:31][S:32]([NH2:35])(=[O:34])=[O:33])=[CH:27][CH:26]=1, predict the reaction product. The product is: [C:1]([C:3]1[C:4]([N:17]2[CH2:18][CH:19]([C:21]([NH:35][S:32]([CH2:31][C:28]3[CH:29]=[CH:30][C:25]([CH3:24])=[CH:26][CH:27]=3)(=[O:33])=[O:34])=[O:22])[CH2:20]2)=[N:5][C:6]([CH:14]([F:16])[F:15])=[C:7]([CH:8]=1)[C:9]([O:11][CH2:12][CH3:13])=[O:10])#[N:2].